From a dataset of Forward reaction prediction with 1.9M reactions from USPTO patents (1976-2016). Predict the product of the given reaction. Given the reactants [N+:1]([C:4]1[CH:5]=[C:6]([CH2:14]O)[CH:7]=[C:8]([C:10]([F:13])([F:12])[F:11])[CH:9]=1)([O-:3])=[O:2].C(N(CC)CC)C.C1(C)C=CC(S([Cl:32])(=O)=O)=CC=1.CCOC(C)=O, predict the reaction product. The product is: [Cl:32][CH2:14][C:6]1[CH:7]=[C:8]([C:10]([F:13])([F:12])[F:11])[CH:9]=[C:4]([N+:1]([O-:3])=[O:2])[CH:5]=1.